This data is from NCI-60 drug combinations with 297,098 pairs across 59 cell lines. The task is: Regression. Given two drug SMILES strings and cell line genomic features, predict the synergy score measuring deviation from expected non-interaction effect. Drug 1: CS(=O)(=O)C1=CC(=C(C=C1)C(=O)NC2=CC(=C(C=C2)Cl)C3=CC=CC=N3)Cl. Drug 2: C1=CC(=CC=C1CCCC(=O)O)N(CCCl)CCCl. Cell line: EKVX. Synergy scores: CSS=5.13, Synergy_ZIP=-3.13, Synergy_Bliss=-6.17, Synergy_Loewe=-15.9, Synergy_HSA=-3.28.